Dataset: Forward reaction prediction with 1.9M reactions from USPTO patents (1976-2016). Task: Predict the product of the given reaction. (1) Given the reactants [Br:1][C:2]1[CH:7]=[C:6]2[NH:8][C:9](=[O:42])[C:10]3([CH:15]([C:16]4[CH:21]=[C:20]([Cl:22])[CH:19]=[CH:18][C:17]=4[O:23][C:24]([CH2:31][CH3:32])([C:27]([O:29]C)=[O:28])[CH2:25][CH3:26])[CH2:14][C:13](=[O:33])[NH:12][CH:11]3[C:34]3[CH:39]=[C:38]([F:40])[CH:37]=[CH:36][C:35]=3[CH3:41])[C:5]2=[CH:4][CH:3]=1.O[Li].O.O, predict the reaction product. The product is: [Br:1][C:2]1[CH:7]=[C:6]2[NH:8][C:9](=[O:42])[C:10]3([CH:15]([C:16]4[CH:21]=[C:20]([Cl:22])[CH:19]=[CH:18][C:17]=4[O:23][C:24]([C:27]([OH:29])=[O:28])([CH2:31][CH3:32])[CH2:25][CH3:26])[CH2:14][C:13](=[O:33])[NH:12][CH:11]3[C:34]3[CH:39]=[C:38]([F:40])[CH:37]=[CH:36][C:35]=3[CH3:41])[C:5]2=[CH:4][CH:3]=1. (2) The product is: [C:29]([C@H:27]([C@@H:25]([C:24]([OH:33])=[O:32])[OH:26])[OH:28])([OH:31])=[O:30].[CH3:1][C:2]1[O:23][C:5]2[CH2:6][N:7]([CH3:22])[CH2:8][CH2:9][CH:10]([O:11][C:12]3[C:21]4[C:16](=[CH:17][CH:18]=[CH:19][CH:20]=4)[CH:15]=[CH:14][CH:13]=3)[C:4]=2[CH:3]=1. Given the reactants [CH3:1][C:2]1[O:23][C:5]2[CH2:6][N:7]([CH3:22])[CH2:8][CH2:9][CH:10]([O:11][C:12]3[C:21]4[C:16](=[CH:17][CH:18]=[CH:19][CH:20]=4)[CH:15]=[CH:14][CH:13]=3)[C:4]=2[CH:3]=1.[C:24]([OH:33])(=[O:32])[C@H:25]([C@@H:27]([C:29]([OH:31])=[O:30])[OH:28])[OH:26], predict the reaction product. (3) Given the reactants Br[C:2]1[CH:7]=[N:6][C:5]([O:8][CH3:9])=[C:4]2[N:10]([C:18]3[CH:19]=[C:20]([C:23]([NH2:25])=[O:24])[S:21][CH:22]=3)[N:11]=[C:12]([CH:13]3[CH2:17][CH2:16][CH2:15][CH2:14]3)[C:3]=12.C(O)C, predict the reaction product. The product is: [CH:13]1([C:12]2[C:3]3[C:4](=[C:5]([O:8][CH3:9])[N:6]=[CH:7][CH:2]=3)[N:10]([C:18]3[CH:19]=[C:20]([C:23]([NH2:25])=[O:24])[S:21][CH:22]=3)[N:11]=2)[CH2:14][CH2:15][CH2:16][CH2:17]1.